This data is from NCI-60 drug combinations with 297,098 pairs across 59 cell lines. The task is: Regression. Given two drug SMILES strings and cell line genomic features, predict the synergy score measuring deviation from expected non-interaction effect. (1) Drug 1: CCC1=C2CN3C(=CC4=C(C3=O)COC(=O)C4(CC)O)C2=NC5=C1C=C(C=C5)O. Drug 2: COC1=C2C(=CC3=C1OC=C3)C=CC(=O)O2. Cell line: SF-539. Synergy scores: CSS=49.1, Synergy_ZIP=4.38, Synergy_Bliss=5.16, Synergy_Loewe=-73.8, Synergy_HSA=1.79. (2) Drug 1: CCC1(CC2CC(C3=C(CCN(C2)C1)C4=CC=CC=C4N3)(C5=C(C=C6C(=C5)C78CCN9C7C(C=CC9)(C(C(C8N6C)(C(=O)OC)O)OC(=O)C)CC)OC)C(=O)OC)O.OS(=O)(=O)O. Drug 2: CC1=C(C(=O)C2=C(C1=O)N3CC4C(C3(C2COC(=O)N)OC)N4)N. Cell line: SNB-19. Synergy scores: CSS=32.8, Synergy_ZIP=7.07, Synergy_Bliss=3.87, Synergy_Loewe=1.48, Synergy_HSA=4.44. (3) Drug 1: C1=CC(=CC=C1CCCC(=O)O)N(CCCl)CCCl. Drug 2: C1CNP(=O)(OC1)N(CCCl)CCCl. Cell line: MCF7. Synergy scores: CSS=27.8, Synergy_ZIP=-0.904, Synergy_Bliss=0.596, Synergy_Loewe=-11.0, Synergy_HSA=-0.322. (4) Drug 1: C1CN1C2=NC(=NC(=N2)N3CC3)N4CC4. Drug 2: C(CCl)NC(=O)N(CCCl)N=O. Cell line: HL-60(TB). Synergy scores: CSS=64.8, Synergy_ZIP=0.952, Synergy_Bliss=0.871, Synergy_Loewe=-25.3, Synergy_HSA=1.21. (5) Drug 1: CS(=O)(=O)C1=CC(=C(C=C1)C(=O)NC2=CC(=C(C=C2)Cl)C3=CC=CC=N3)Cl. Drug 2: C(CC(=O)O)C(=O)CN.Cl. Cell line: SF-539. Synergy scores: CSS=7.96, Synergy_ZIP=-4.44, Synergy_Bliss=-2.05, Synergy_Loewe=-1.98, Synergy_HSA=-1.03. (6) Drug 1: CC1=C(C=C(C=C1)NC2=NC=CC(=N2)N(C)C3=CC4=NN(C(=C4C=C3)C)C)S(=O)(=O)N.Cl. Drug 2: C1=CC=C(C(=C1)C(C2=CC=C(C=C2)Cl)C(Cl)Cl)Cl. Cell line: K-562. Synergy scores: CSS=28.6, Synergy_ZIP=7.55, Synergy_Bliss=11.2, Synergy_Loewe=9.37, Synergy_HSA=12.6. (7) Drug 1: CC(CN1CC(=O)NC(=O)C1)N2CC(=O)NC(=O)C2. Drug 2: C#CCC(CC1=CN=C2C(=N1)C(=NC(=N2)N)N)C3=CC=C(C=C3)C(=O)NC(CCC(=O)O)C(=O)O. Cell line: SK-MEL-2. Synergy scores: CSS=-16.8, Synergy_ZIP=-7.79, Synergy_Bliss=-29.2, Synergy_Loewe=-27.7, Synergy_HSA=-27.7. (8) Drug 1: CC12CCC3C(C1CCC2O)C(CC4=C3C=CC(=C4)O)CCCCCCCCCS(=O)CCCC(C(F)(F)F)(F)F. Drug 2: CC12CCC3C(C1CCC2OP(=O)(O)O)CCC4=C3C=CC(=C4)OC(=O)N(CCCl)CCCl.[Na+]. Cell line: HOP-92. Synergy scores: CSS=4.71, Synergy_ZIP=-1.95, Synergy_Bliss=0.534, Synergy_Loewe=0.769, Synergy_HSA=0.772. (9) Drug 1: CC1(CCCN1)C2=NC3=C(C=CC=C3N2)C(=O)N. Drug 2: CC1CCC2CC(C(=CC=CC=CC(CC(C(=O)C(C(C(=CC(C(=O)CC(OC(=O)C3CCCCN3C(=O)C(=O)C1(O2)O)C(C)CC4CCC(C(C4)OC)OP(=O)(C)C)C)C)O)OC)C)C)C)OC. Cell line: NCIH23. Synergy scores: CSS=24.0, Synergy_ZIP=1.11, Synergy_Bliss=3.09, Synergy_Loewe=-11.7, Synergy_HSA=4.03.